This data is from Reaction yield outcomes from USPTO patents with 853,638 reactions. The task is: Predict the reaction yield, written as a fraction of the theoretical maximum amount of product (1.0 means a 100% yield; for example, 0.34 means a 34% yield). The reactants are [Br:1][C:2]1[CH:3]=[CH:4][C:5]([F:11])=[C:6]([C:8](=[S:10])[NH2:9])[CH:7]=1.Br[CH2:13][C:14](=O)[C:15]([O:17][CH2:18][CH3:19])=[O:16]. The catalyst is C(O)C. The product is [Br:1][C:2]1[CH:3]=[CH:4][C:5]([F:11])=[C:6]([C:8]2[S:10][CH:13]=[C:14]([C:15]([O:17][CH2:18][CH3:19])=[O:16])[N:9]=2)[CH:7]=1. The yield is 0.761.